This data is from NCI-60 drug combinations with 297,098 pairs across 59 cell lines. The task is: Regression. Given two drug SMILES strings and cell line genomic features, predict the synergy score measuring deviation from expected non-interaction effect. (1) Drug 1: C1=CC(=CC=C1C#N)C(C2=CC=C(C=C2)C#N)N3C=NC=N3. Drug 2: CC12CCC3C(C1CCC2O)C(CC4=C3C=CC(=C4)O)CCCCCCCCCS(=O)CCCC(C(F)(F)F)(F)F. Cell line: MDA-MB-435. Synergy scores: CSS=-2.68, Synergy_ZIP=0.281, Synergy_Bliss=-2.02, Synergy_Loewe=-0.620, Synergy_HSA=-4.28. (2) Drug 1: C1=CC(=CC=C1C#N)C(C2=CC=C(C=C2)C#N)N3C=NC=N3. Drug 2: CC1=C(C(=O)C2=C(C1=O)N3CC4C(C3(C2COC(=O)N)OC)N4)N. Cell line: M14. Synergy scores: CSS=52.6, Synergy_ZIP=-4.25, Synergy_Bliss=-6.73, Synergy_Loewe=-21.6, Synergy_HSA=-4.09. (3) Drug 1: COC1=CC(=CC(=C1O)OC)C2C3C(COC3=O)C(C4=CC5=C(C=C24)OCO5)OC6C(C(C7C(O6)COC(O7)C8=CC=CS8)O)O. Drug 2: C1CC(C1)(C(=O)O)C(=O)O.[NH2-].[NH2-].[Pt+2]. Cell line: 786-0. Synergy scores: CSS=57.9, Synergy_ZIP=0.499, Synergy_Bliss=1.34, Synergy_Loewe=3.12, Synergy_HSA=5.18. (4) Drug 1: C1=NNC2=C1C(=O)NC=N2. Drug 2: CN(C(=O)NC(C=O)C(C(C(CO)O)O)O)N=O. Cell line: HT29. Synergy scores: CSS=0.618, Synergy_ZIP=2.47, Synergy_Bliss=-4.54, Synergy_Loewe=-5.00, Synergy_HSA=-3.84. (5) Drug 1: CC1OCC2C(O1)C(C(C(O2)OC3C4COC(=O)C4C(C5=CC6=C(C=C35)OCO6)C7=CC(=C(C(=C7)OC)O)OC)O)O. Drug 2: CN1C2=C(C=C(C=C2)N(CCCl)CCCl)N=C1CCCC(=O)O.Cl. Cell line: UO-31. Synergy scores: CSS=11.6, Synergy_ZIP=-6.31, Synergy_Bliss=-5.53, Synergy_Loewe=-5.70, Synergy_HSA=-1.84. (6) Drug 1: CCC1=CC2CC(C3=C(CN(C2)C1)C4=CC=CC=C4N3)(C5=C(C=C6C(=C5)C78CCN9C7C(C=CC9)(C(C(C8N6C)(C(=O)OC)O)OC(=O)C)CC)OC)C(=O)OC.C(C(C(=O)O)O)(C(=O)O)O. Drug 2: CCCCCOC(=O)NC1=NC(=O)N(C=C1F)C2C(C(C(O2)C)O)O. Cell line: UO-31. Synergy scores: CSS=6.91, Synergy_ZIP=-4.56, Synergy_Bliss=-3.26, Synergy_Loewe=-0.122, Synergy_HSA=-0.105.